Dataset: Reaction yield outcomes from USPTO patents with 853,638 reactions. Task: Predict the reaction yield, written as a fraction of the theoretical maximum amount of product (1.0 means a 100% yield; for example, 0.34 means a 34% yield). The reactants are [Cl:1][C:2]1[CH:3]=[CH:4][C:5]([F:10])=[C:6]([CH:9]=1)[CH:7]=[O:8].[CH2:11]([Mg]Br)[CH3:12]. The catalyst is C(OCC)C. The product is [Cl:1][C:2]1[CH:3]=[CH:4][C:5]([F:10])=[C:6]([CH:7]([OH:8])[CH2:11][CH3:12])[CH:9]=1. The yield is 0.710.